From a dataset of Experimentally validated miRNA-target interactions with 360,000+ pairs, plus equal number of negative samples. Binary Classification. Given a miRNA mature sequence and a target amino acid sequence, predict their likelihood of interaction. (1) The miRNA is hsa-miR-874-3p with sequence CUGCCCUGGCCCGAGGGACCGA. The protein sequence of the target gene is MIKFQERVTFKDVAVVFTKEELALLDKAQINLYQDVMLENFRNLMLVRDGIKNNILNLQAKGLSYLSQEVLHCWQIWKQRIRDLTVSQDYIVNLQEECSPHLEDVSLSEEWAGISLQISENENYVVNAIIKNQDITAWQSLTQVLTPESWRKANIMTEPQNSQGRYKGIYMEEKLYRRAQHDDSLSWTSCDHHESQECKGEDPGRHPNCGKNLGMKSTVEKRNAAHVLPQPFPCNNCGVAFADDTDPHVHHSTHLGEKSYKCDQYGKNFSQSQDLIVHCKTHSGKTPYEFHEWPMGCKQS.... Result: 1 (interaction). (2) The miRNA is mmu-miR-1933-5p with sequence AGUCAUGGUGUUCGGUCUUAGUUU. The protein sequence of the target gene is MATHRTLLMCLGLPLFFPGALAQNHAPPGCSPDLDPLYYNLCDRSGAWGIVSEAVAGAGIITTFVLTIILVASLPFVQDTKKRSLLGTQVFFLLGTLGLFCLVFACVVKPDFSTCASRRFLFGVLFAICFSCLVAHVLSLNFLTRKNHGPRGWVIFTVALLLTLVEVIINTEWLIITLVRGGGQVSPLGNVSADSTMTSPCAIANMDFVMALIYVMLLLLTAFLGAWPTLCGRFKRWRKHGVFVLLTTVISIAIWVVWIVMYTYGNEQHHSPTWDDPTLAIALAANAWTFVLFYVIPEVS.... Result: 1 (interaction). (3) The miRNA is mmu-miR-290b-5p with sequence GCUUAAAACUAGGCGGCACUUU. The protein sequence of the target gene is MAEAAAAAGGTGLGAGASYGSAADRDRDPDPDRAGRRLRVLSGHLLGRPREALSTNECKARRAASAATAAPTATPAAQESGTIPKKRQEVMKWNGWGYNDSKFIFNKKGQIELTGKRYPLSGMGLPTFKEWIQNTLGVNVEHKTTSKASLNPSDTPPSVVNEDFLHDLKETNISYSQEADDRVFRAHGHCLHEIFLLREGMFERIPDIVLWPTCHDDVVKIVNLACKYNLCIIPIGGGTSVSYGLMCPADETRTIISLDTSQMNRILWVDENNLTAHVEAGITGQELERQLKESGYCTGH.... Result: 0 (no interaction). (4) The miRNA is hsa-miR-2113 with sequence AUUUGUGCUUGGCUCUGUCAC. The protein sequence of the target gene is MLLRLLLAWAAAGPTLGQDPWAAEPRAACGPSSCYALFPRRRTFLEAWRACRELGGDLATPRTPEEAQRVDSLVGAGPASRLLWIGLQRQARQCQLQRPLRGFTWTTGDQDTAFTNWAQPASGGPCPAQRCVALEASGEHRWLEGSCTLAVDGYLCQFGFEGACPALQDEAGQAGPAVYTTPFHLVSTEFEWLPFGSVAAVQCQAGRGASLLCVKQPEGGVGWSRAGPLCLGTGCSPDNGGCEHECVEEVDGHVSCRCTEGFRLAADGRSCEDPCAQAPCEQQCEPGGPQGYSCHCRLGF.... Result: 1 (interaction). (5) The miRNA is cel-miR-55-3p with sequence UACCCGUAUAAGUUUCUGCUGAG. The protein sequence of the target gene is MAGIKALISLSFGGAIGLMFLMLGCALPIYNKYWPLFVLFFYILSPIPYCIARRLVDDTDAMSNACKELAIFLTTGIVVSAFGLPIVFARAHLIEWGACALVLTGNTVIFATILGFFLVFGSNDDFSWQQW. Result: 0 (no interaction). (6) The miRNA is mmu-miR-3069-5p with sequence UUGGCAGUCAAGAUAUUGUUUAGC. The protein sequence of the target gene is MAVRQALGRGLQLGRALLLRFAPKPGPLFGWGKPGPAAAWGRGERPGQVVSPGAQPRPVGLPLPDRYRFFRQSVAGLAARIQRQFMVRARGGAGPCGRAVFLAFGLGLGLIEEKQAEGRRAASACQEIQAIFTQKTKRVSDPLDTRCWQGFRLEDYLIGQAIGKGCNAAVYEATMPTLPQHLEKAKHLGLIGKGPDVVLKGADGEQAPGTPTFPFAIKMMWNISAGSSSEAILSKMSQELVPASRVALAGEYGAVTYRRSRDGPKQLAPHPNIIRVFRAFTSSVPLLPGALADYPDMLPP.... Result: 0 (no interaction).